From a dataset of Reaction yield outcomes from USPTO patents with 853,638 reactions. Predict the reaction yield, written as a fraction of the theoretical maximum amount of product (1.0 means a 100% yield; for example, 0.34 means a 34% yield). (1) The reactants are [Br:1][C:2]1[CH:7]=[C:6]([F:8])[C:5]([F:9])=[CH:4][C:3]=1[CH2:10][C:11]([NH2:13])=O.N1C=CC=CC=1.FC(F)(F)C(OC(=O)C(F)(F)F)=O. The catalyst is C1COCC1. The product is [Br:1][C:2]1[CH:7]=[C:6]([F:8])[C:5]([F:9])=[CH:4][C:3]=1[CH2:10][C:11]#[N:13]. The yield is 0.950. (2) The product is [C:20]([O:23][C@@H:24]1[C@H:28]([CH2:29][CH2:30][CH2:31][CH2:32][CH2:33][CH2:34][C:35]([O:37][CH3:38])=[O:36])[C@@H:27](/[CH:39]=[CH:4]/[C:3](=[O:11])[C:2]([F:1])([F:16])[CH2:12][CH2:13][CH2:14][CH3:15])[C@H:26]([O:41][CH:42]2[CH2:47][CH2:46][CH2:45][CH2:44][O:43]2)[CH2:25]1)(=[O:22])[CH3:21]. The reactants are [F:1][C:2]([F:16])([CH2:12][CH2:13][CH2:14][CH3:15])[C:3](=[O:11])[CH2:4]P(=O)(OC)OC.O.[OH-].[Li+].[C:20]([O:23][C@@H:24]1[C@H:28]([CH2:29][CH2:30][CH2:31][CH2:32][CH2:33][CH2:34][C:35]([O:37][CH3:38])=[O:36])[C@@H:27]([CH:39]=O)[C@H:26]([O:41][CH:42]2[CH2:47][CH2:46][CH2:45][CH2:44][O:43]2)[CH2:25]1)(=[O:22])[CH3:21]. The yield is 0.893. The catalyst is COC(C)(C)C.O. (3) The product is [Cl:5][C:6]1[N:20]=[CH:19][C:9]2[C:10]3[N:11]([CH:15]=[C:16]([CH:23]=[O:24])[N:17]=3)[CH2:12][CH2:13][O:14][C:8]=2[CH:7]=1. The reactants are C([Mg]Br)C.[Cl:5][C:6]1[N:20]=[CH:19][C:9]2[C:10]3[N:11]([CH:15]=[C:16](I)[N:17]=3)[CH2:12][CH2:13][O:14][C:8]=2[CH:7]=1.CN(C)[CH:23]=[O:24]. The catalyst is O1CCCC1. The yield is 0.980. (4) The reactants are [C:1]([CH2:7][C:8]#[N:9])(=[O:6])[C:2]([CH3:5])([CH3:4])[CH3:3].[Br:10]N1C(=O)CCC1=O. The catalyst is C(Cl)(Cl)(Cl)Cl. The product is [Br:10][CH:7]([C:1](=[O:6])[C:2]([CH3:5])([CH3:4])[CH3:3])[C:8]#[N:9]. The yield is 0.879. (5) The reactants are [O:1]([C:8]1[CH:13]=[CH:12][CH:11]=[CH:10][C:9]=1[NH:14][S:15]([C:18]1[CH:31]=[CH:30][C:21]([C:22]([NH:24][C@H:25]([CH3:29])[C:26]([OH:28])=O)=[O:23])=[CH:20][CH:19]=1)(=[O:17])=[O:16])[C:2]1[CH:7]=[CH:6][CH:5]=[CH:4][CH:3]=1.CN(C)C=O.CN(C(ON1N=[N:52][C:47]2C=[CH:49][CH:50]=[CH:51][C:46]1=2)=[N+](C)C)C.F[P-](F)(F)(F)(F)F.[CH2:61]([N:63]([CH2:66][CH3:67])[CH2:64][CH3:65])[CH3:62]. The catalyst is ClCCl. The product is [CH3:29][C@@H:25]([NH:24][C:22](=[O:23])[C:21]1[CH:20]=[CH:19][C:18]([S:15](=[O:17])(=[O:16])[NH:14][C:9]2[CH:10]=[CH:11][CH:12]=[CH:13][C:8]=2[O:1][C:2]2[CH:3]=[CH:4][CH:5]=[CH:6][CH:7]=2)=[CH:31][CH:30]=1)[C:26](=[O:28])[N:52]1[CH2:49][CH2:50][CH:51]([CH2:62][CH2:61][N:63]2[CH2:66][CH2:67][CH2:65][CH2:64]2)[CH2:46][CH2:47]1. The yield is 0.750.